This data is from Forward reaction prediction with 1.9M reactions from USPTO patents (1976-2016). The task is: Predict the product of the given reaction. (1) Given the reactants [F:1][C:2]([F:38])([F:37])[CH:3]([C:30]1[CH:35]=[CH:34][N+:33]([O-])=[CH:32][CH:31]=1)[O:4][C:5]1[C:14]([N:15]([CH2:22][O:23][CH2:24][CH2:25][Si:26]([CH3:29])([CH3:28])[CH3:27])[S:16]([CH2:19][CH2:20][CH3:21])(=[O:18])=[O:17])=[N:13][C:12]2[C:7](=[CH:8][CH:9]=[CH:10][CH:11]=2)[N:6]=1.C[Si]([C:43]#[N:44])(C)C.CN(C)C(Cl)=O.C(=O)(O)[O-].[Na+], predict the reaction product. The product is: [C:43]([C:34]1[CH:35]=[C:30]([CH:3]([O:4][C:5]2[C:14]([N:15]([CH2:22][O:23][CH2:24][CH2:25][Si:26]([CH3:29])([CH3:28])[CH3:27])[S:16]([CH2:19][CH2:20][CH3:21])(=[O:18])=[O:17])=[N:13][C:12]3[C:7]([N:6]=2)=[CH:8][CH:9]=[CH:10][CH:11]=3)[C:2]([F:38])([F:37])[F:1])[CH:31]=[CH:32][N:33]=1)#[N:44]. (2) Given the reactants [CH3:1][C:2]1[N:11]([C:12]2[CH:17]=[CH:16][C:15]([Cl:18])=[C:14]([Cl:19])[CH:13]=2)[C:10](=[O:20])[C:9]2[C:4](=[CH:5][CH:6]=[CH:7][CH:8]=2)[N:3]=1.[OH:21][C:22]1[C:23]([O:30][CH3:31])=[C:24]([CH:27]=[CH:28][CH:29]=1)C=O.[CH3:32]C([O-])=O.[Na+], predict the reaction product. The product is: [Cl:19][C:14]1[CH:13]=[C:12]([N:11]2[C:10](=[O:20])[C:9]3[C:4](=[CH:5][CH:6]=[CH:7][CH:8]=3)[N:3]=[C:2]2[CH:1]=[CH:32][C:29]2[CH:28]=[CH:27][CH:24]=[C:23]([O:30][CH3:31])[C:22]=2[OH:21])[CH:17]=[CH:16][C:15]=1[Cl:18]. (3) Given the reactants [NH2:1][C:2]1[CH:3]=[N:4][C:5]2[C:10]([C:11]=1[NH:12][CH2:13][C:14]1([C:18]([O:20][CH2:21][CH3:22])=[O:19])[CH2:17][CH2:16][CH2:15]1)=[CH:9][CH:8]=[CH:7][CH:6]=2.[C:23](OCC)(OCC)(OCC)[CH2:24][CH3:25], predict the reaction product. The product is: [CH2:24]([C:25]1[N:12]([CH2:13][C:14]2([C:18]([O:20][CH2:21][CH3:22])=[O:19])[CH2:17][CH2:16][CH2:15]2)[C:11]2[C:10]3[CH:9]=[CH:8][CH:7]=[CH:6][C:5]=3[N:4]=[CH:3][C:2]=2[N:1]=1)[CH3:23]. (4) Given the reactants [CH:1]1([NH:6][C:7]2[CH:8]=[C:9]([C:13]3[N:14]=[C:15]4[C:21]([C:22]([C:24]5([CH3:30])[CH2:29][CH2:28][CH2:27][CH2:26][CH2:25]5)=[O:23])=[CH:20][N:19]([CH2:31][O:32][CH2:33][CH2:34][Si:35]([CH3:38])([CH3:37])[CH3:36])[C:16]4=[N:17][CH:18]=3)[CH:10]=[CH:11][CH:12]=2)[CH2:5][CH2:4][CH2:3][CH2:2]1.[H-].[Na+].[CH3:41]I, predict the reaction product. The product is: [CH:1]1([N:6]([CH3:41])[C:7]2[CH:8]=[C:9]([C:13]3[N:14]=[C:15]4[C:21]([C:22]([C:24]5([CH3:30])[CH2:29][CH2:28][CH2:27][CH2:26][CH2:25]5)=[O:23])=[CH:20][N:19]([CH2:31][O:32][CH2:33][CH2:34][Si:35]([CH3:37])([CH3:36])[CH3:38])[C:16]4=[N:17][CH:18]=3)[CH:10]=[CH:11][CH:12]=2)[CH2:2][CH2:3][CH2:4][CH2:5]1. (5) Given the reactants [C:1]1([C:7]2[C:16]([CH2:17][CH:18]3[CH2:23][CH2:22][N:21]([CH:24]4[CH2:29][CH2:28][O:27][CH2:26][CH2:25]4)[CH2:20][CH2:19]3)=[C:15]([C:30]([NH:32][C@H:33]([C:36]3[CH:41]=[CH:40][CH:39]=[CH:38][CH:37]=3)[CH2:34][CH3:35])=[O:31])[C:14]3[C:9](=[CH:10][CH:11]=[CH:12][CH:13]=3)[N:8]=2)[CH:6]=[CH:5][CH:4]=[CH:3][CH:2]=1.[O-:42][Mn](=O)(=O)=O.[K+].S(S([O-])=O)([O-])(=O)=O.[Na+].[Na+], predict the reaction product. The product is: [C:1]1([C:7]2[C:16]([CH2:17][CH:18]3[CH2:23][CH2:22][N:21]([CH:24]4[CH2:29][CH2:28][O:27][CH2:26][CH2:25]4)[C:20](=[O:42])[CH2:19]3)=[C:15]([C:30]([NH:32][C@H:33]([C:36]3[CH:37]=[CH:38][CH:39]=[CH:40][CH:41]=3)[CH2:34][CH3:35])=[O:31])[C:14]3[C:9](=[CH:10][CH:11]=[CH:12][CH:13]=3)[N:8]=2)[CH:6]=[CH:5][CH:4]=[CH:3][CH:2]=1. (6) Given the reactants [Cl:1][C:2]1[CH:7]=[CH:6][CH:5]=[CH:4][C:3]=1[CH:8]1[CH2:14][NH:13][C:12](=[O:15])[CH2:11][C:10]2[CH:16]=[CH:17][C:18]([CH3:20])=[CH:19][C:9]1=2.C(=O)([O-])[O-].[Cs+].[Cs+].Br[CH2:28][C:29]([O:31][CH2:32][CH3:33])=[O:30].O, predict the reaction product. The product is: [CH2:32]([O:31][C:29](=[O:30])[CH2:28][N:13]1[C:12](=[O:15])[CH2:11][C:10]2[CH:16]=[CH:17][C:18]([CH3:20])=[CH:19][C:9]=2[CH:8]([C:3]2[CH:4]=[CH:5][CH:6]=[CH:7][C:2]=2[Cl:1])[CH2:14]1)[CH3:33].